The task is: Predict the product of the given reaction.. This data is from Forward reaction prediction with 1.9M reactions from USPTO patents (1976-2016). (1) Given the reactants [CH3:1][CH:2]1[C:7]2[NH:8][C:9]3[C:14]([C:6]=2[CH2:5][CH2:4][N:3]1[CH3:16])=[CH:13][C:12]([CH3:15])=[CH:11][CH:10]=3.N1C2C(=CC=C3C=2N=CC=C3)C=CC=1.[O-]P([O-])([O-])=O.[K+].[K+].[K+].Br[C:40]#[C:41][C:42]1[CH:47]=[CH:46][C:45]([Cl:48])=[CH:44][CH:43]=1, predict the reaction product. The product is: [Cl:48][C:45]1[CH:46]=[CH:47][C:42]([C:41]#[C:40][N:8]2[C:9]3[C:14](=[CH:13][C:12]([CH3:15])=[CH:11][CH:10]=3)[C:6]3[CH2:5][CH2:4][N:3]([CH3:16])[CH:2]([CH3:1])[C:7]2=3)=[CH:43][CH:44]=1. (2) Given the reactants [CH3:1][O:2][C:3]1[CH:8]=[CH:7][C:6](B(O)O)=[CH:5][CH:4]=1.[N:12]1([CH2:17][C:18]2[CH:19]=[CH:20][C:21](Br)=[N:22][CH:23]=2)[CH:16]=[CH:15][N:14]=[CH:13]1, predict the reaction product. The product is: [N:12]1([CH2:17][C:18]2[CH:19]=[CH:20][C:21]([C:6]3[CH:7]=[CH:8][C:3]([O:2][CH3:1])=[CH:4][CH:5]=3)=[N:22][CH:23]=2)[CH:16]=[CH:15][N:14]=[CH:13]1.